Dataset: Forward reaction prediction with 1.9M reactions from USPTO patents (1976-2016). Task: Predict the product of the given reaction. The product is: [CH3:2][C:1]1[C:4]2[C:5](=[CH:6][C:7]([C:10]([F:13])([F:11])[F:12])=[CH:8][CH:9]=2)[N:14]([CH:23]2[CH2:28][CH2:27][O:26][CH2:25][CH2:24]2)[C:15](=[O:22])[C:16]=1[C:17]([O:19][CH2:20][CH3:21])=[O:18]. Given the reactants [C:1]([C:4]1[CH:9]=[CH:8][C:7]([C:10]([F:13])([F:12])[F:11])=[CH:6][C:5]=1[N:14]([CH:23]1[CH2:28][CH2:27][O:26][CH2:25][CH2:24]1)[C:15](=[O:22])[CH2:16][C:17]([O:19][CH2:20][CH3:21])=[O:18])(=O)[CH3:2].[H-].[Na+], predict the reaction product.